From a dataset of Full USPTO retrosynthesis dataset with 1.9M reactions from patents (1976-2016). Predict the reactants needed to synthesize the given product. (1) Given the product [CH3:1][O:2][C:3]1[CH:4]=[C:5]2[C:10](=[CH:11][CH:12]=1)[N:9]([CH3:13])[CH2:8][C:7]1[C:14]3[C:19]([N:20]([CH3:21])[C:6]2=1)=[CH:18][CH:17]=[C:16]([OH:22])[CH:15]=3, predict the reactants needed to synthesize it. The reactants are: [CH3:1][O:2][C:3]1[CH:4]=[C:5]2[C:10](=[CH:11][CH:12]=1)[N:9]([CH3:13])[CH2:8][C:7]1[C:14]3[C:19]([N:20]([CH3:21])[C:6]2=1)=[CH:18][CH:17]=[C:16]([O:22]C)[CH:15]=3.CN1C2C(=CC(O)=CC=2)C2N(C)C3C(C=2C1)=CC(O)=CC=3. (2) Given the product [Cl:13][C:14]1[C:15]2[C:22]([I:23])=[C:21]([CH:32]=[O:33])[N:20]([CH2:24][O:25][CH2:26][CH2:27][Si:28]([CH3:31])([CH3:30])[CH3:29])[C:16]=2[N:17]=[CH:18][N:19]=1, predict the reactants needed to synthesize it. The reactants are: C(NC(C)C)(C)C.C([Li])CCC.[Cl:13][C:14]1[C:15]2[C:22]([I:23])=[CH:21][N:20]([CH2:24][O:25][CH2:26][CH2:27][Si:28]([CH3:31])([CH3:30])[CH3:29])[C:16]=2[N:17]=[CH:18][N:19]=1.[CH:32](OCC)=[O:33]. (3) Given the product [F:28][C:25]([F:26])([F:27])[C:24]([C:21]1[CH:22]=[N:23][C:18]([N:4]2[CH2:5][CH2:6][N:7]([S:9]([C:12]3[S:13][CH:14]=[CH:15][CH:16]=3)(=[O:11])=[O:10])[CH2:8][C@@H:3]2[CH3:2])=[N:19][CH:20]=1)([OH:33])[C:29]([F:32])([F:31])[F:30], predict the reactants needed to synthesize it. The reactants are: Cl.[CH3:2][C@H:3]1[CH2:8][N:7]([S:9]([C:12]2[S:13][CH:14]=[CH:15][CH:16]=2)(=[O:11])=[O:10])[CH2:6][CH2:5][NH:4]1.Cl[C:18]1[N:23]=[CH:22][C:21]([C:24]([OH:33])([C:29]([F:32])([F:31])[F:30])[C:25]([F:28])([F:27])[F:26])=[CH:20][N:19]=1.CCN(C(C)C)C(C)C. (4) The reactants are: [C:1]([O:5][C:6]([N:8]1[CH2:13][CH2:12][CH:11]([O:14][C:15]2[C:16]([C:30]([O:32]C)=[O:31])=[N:17][N:18]([C:22]3[CH:27]=[CH:26][C:25]([Cl:28])=[C:24]([Cl:29])[CH:23]=3)[C:19](=[O:21])[CH:20]=2)[CH2:10][CH2:9]1)=[O:7])([CH3:4])([CH3:3])[CH3:2].[OH-].[Na+]. Given the product [C:1]([O:5][C:6]([N:8]1[CH2:9][CH2:10][CH:11]([O:14][C:15]2[C:16]([C:30]([OH:32])=[O:31])=[N:17][N:18]([C:22]3[CH:27]=[CH:26][C:25]([Cl:28])=[C:24]([Cl:29])[CH:23]=3)[C:19](=[O:21])[CH:20]=2)[CH2:12][CH2:13]1)=[O:7])([CH3:4])([CH3:2])[CH3:3], predict the reactants needed to synthesize it. (5) Given the product [Br:19][CH:7]1[CH:6]([N:5]2[C:4](=[O:13])[C:3]3=[CH:14][CH:15]=[CH:16][CH:17]=[C:2]3[C:1]2=[O:18])[CH2:11][CH2:10][C:9](=[O:12])[CH2:8]1, predict the reactants needed to synthesize it. The reactants are: [C:1]1(=[O:18])[N:5]([CH:6]2[CH2:11][CH2:10][C:9](=[O:12])[CH2:8][CH2:7]2)[C:4](=[O:13])[C:3]2=[CH:14][CH:15]=[CH:16][CH:17]=[C:2]12.[Br:19]Br.[Al+3].[Cl-].[Cl-].[Cl-].